From a dataset of Full USPTO retrosynthesis dataset with 1.9M reactions from patents (1976-2016). Predict the reactants needed to synthesize the given product. (1) Given the product [Br:9][C:10]1[CH:15]=[CH:14][C:13]([CH2:16][Br:1])=[CH:12][N:11]=1, predict the reactants needed to synthesize it. The reactants are: [Br:1]N1C(=O)CCC1=O.[Br:9][C:10]1[CH:15]=[CH:14][C:13]([CH3:16])=[CH:12][N:11]=1.N(C(C)(C)C#N)=NC(C)(C)C#N. (2) Given the product [CH2:1]([C:3]1[CH:4]=[N:5][C:6]([N:9]2[CH2:14][CH2:13][N:12]([C:15]3[N:22]=[CH:21][C:20]([C:34]4[CH:39]=[CH:38][C:37]([N:40]5[C:44](=[O:45])[N:43]([CH3:46])[N:42]=[CH:41]5)=[C:36]([F:47])[CH:35]=4)=[CH:19][C:16]=3[C:17]#[N:18])[C@@H:11]([CH3:32])[CH2:10]2)=[N:7][CH:8]=1)[CH3:2], predict the reactants needed to synthesize it. The reactants are: [CH2:1]([C:3]1[CH:4]=[N:5][C:6]([N:9]2[CH2:14][CH2:13][N:12]([C:15]3[N:22]=[CH:21][C:20](B4OC(C)(C)C(C)(C)O4)=[CH:19][C:16]=3[C:17]#[N:18])[C@@H:11]([CH3:32])[CH2:10]2)=[N:7][CH:8]=1)[CH3:2].Br[C:34]1[CH:39]=[CH:38][C:37]([N:40]2[C:44](=[O:45])[N:43]([CH3:46])[N:42]=[CH:41]2)=[C:36]([F:47])[CH:35]=1.C(=O)([O-])[O-].[Na+].[Na+]. (3) Given the product [Cl:10][C:6]1[N:5]=[C:4]([S:11][CH3:12])[N:3]=[C:2]([NH:22][C:18]2[CH:17]=[C:16]3[C:21](=[CH:20][CH:19]=2)[NH:13][N:14]=[CH:15]3)[C:7]=1[O:8][CH3:9], predict the reactants needed to synthesize it. The reactants are: Cl[C:2]1[C:7]([O:8][CH3:9])=[C:6]([Cl:10])[N:5]=[C:4]([S:11][CH3:12])[N:3]=1.[NH:13]1[C:21]2[C:16](=[CH:17][C:18]([NH2:22])=[CH:19][CH:20]=2)[CH:15]=[N:14]1.